This data is from Peptide-MHC class I binding affinity with 185,985 pairs from IEDB/IMGT. The task is: Regression. Given a peptide amino acid sequence and an MHC pseudo amino acid sequence, predict their binding affinity value. This is MHC class I binding data. (1) The peptide sequence is QMYKTPTLKY. The MHC is HLA-A01:01 with pseudo-sequence HLA-A01:01. The binding affinity (normalized) is 0.159. (2) The peptide sequence is RRFFPYYVY. The MHC is SLA-30401 with pseudo-sequence SLA-30401. The binding affinity (normalized) is 0.661. (3) The peptide sequence is LEKWNLGII. The MHC is HLA-B48:01 with pseudo-sequence HLA-B48:01. The binding affinity (normalized) is 0.0847. (4) The peptide sequence is TKAGMAQYL. The MHC is HLA-A02:16 with pseudo-sequence HLA-A02:16. The binding affinity (normalized) is 0.0847. (5) The peptide sequence is EQWWTDYWQ. The MHC is Mamu-B8701 with pseudo-sequence Mamu-B8701. The binding affinity (normalized) is 0. (6) The peptide sequence is GFKLRSAVM. The MHC is HLA-A02:01 with pseudo-sequence HLA-A02:01. The binding affinity (normalized) is 0.0847. (7) The peptide sequence is ASAWRDIW. The MHC is Mamu-A01 with pseudo-sequence Mamu-A01. The binding affinity (normalized) is 0. (8) The peptide sequence is QAISPRTLNAW. The MHC is HLA-B35:01 with pseudo-sequence HLA-B35:01. The binding affinity (normalized) is 0. (9) The peptide sequence is GSEEIKSLY. The MHC is HLA-B15:01 with pseudo-sequence HLA-B15:01. The binding affinity (normalized) is 0.356. (10) The peptide sequence is NTTQQGDMY. The MHC is HLA-B39:01 with pseudo-sequence HLA-B39:01. The binding affinity (normalized) is 0.0847.